This data is from CYP1A2 inhibition data for predicting drug metabolism from PubChem BioAssay. The task is: Regression/Classification. Given a drug SMILES string, predict its absorption, distribution, metabolism, or excretion properties. Task type varies by dataset: regression for continuous measurements (e.g., permeability, clearance, half-life) or binary classification for categorical outcomes (e.g., BBB penetration, CYP inhibition). Dataset: cyp1a2_veith. (1) The compound is CCN1CCCCC(=N/O)/C(=N/O)CCCC1. The result is 0 (non-inhibitor). (2) The drug is O=c1c(-c2ccc(Cl)cc2)nc2cnc(N3CCNCC3)nc2n1CCc1ccccc1. The result is 1 (inhibitor).